Dataset: Peptide-MHC class II binding affinity with 134,281 pairs from IEDB. Task: Regression. Given a peptide amino acid sequence and an MHC pseudo amino acid sequence, predict their binding affinity value. This is MHC class II binding data. The peptide sequence is TLVSAVAANELGMLED. The MHC is HLA-DQA10102-DQB10501 with pseudo-sequence HLA-DQA10102-DQB10501. The binding affinity (normalized) is 0.664.